Dataset: Full USPTO retrosynthesis dataset with 1.9M reactions from patents (1976-2016). Task: Predict the reactants needed to synthesize the given product. (1) Given the product [Cl:13][C:4]1[CH:3]=[C:2]([NH:15][CH3:14])[C:7]([C:8]([O:10][CH2:11][CH3:12])=[O:9])=[CH:6][N:5]=1, predict the reactants needed to synthesize it. The reactants are: Cl[C:2]1[C:7]([C:8]([O:10][CH2:11][CH3:12])=[O:9])=[CH:6][N:5]=[C:4]([Cl:13])[CH:3]=1.[CH3:14][NH2:15]. (2) The reactants are: Br[C:2]1[C:6](Br)=[CH:5][O:4][C:3]=1[C:8]([O:10][CH2:11][CH3:12])=[O:9].[CH2:13]([O:20][C:21]1[CH:22]=[C:23](B(O)O)[CH:24]=[CH:25][CH:26]=1)[C:14]1[CH:19]=[CH:18][CH:17]=[CH:16][CH:15]=1. Given the product [CH2:13]([O:20][C:21]1[CH:22]=[C:23]([C:2]2[C:6]([C:23]3[CH:24]=[CH:25][CH:26]=[C:21]([O:20][CH2:13][C:14]4[CH:19]=[CH:18][CH:17]=[CH:16][CH:15]=4)[CH:22]=3)=[CH:5][O:4][C:3]=2[C:8]([O:10][CH2:11][CH3:12])=[O:9])[CH:24]=[CH:25][CH:26]=1)[C:14]1[CH:19]=[CH:18][CH:17]=[CH:16][CH:15]=1, predict the reactants needed to synthesize it.